Dataset: Forward reaction prediction with 1.9M reactions from USPTO patents (1976-2016). Task: Predict the product of the given reaction. (1) The product is: [C:11]1([CH:3]([C:4]2[CH:5]=[CH:6][CH:7]=[CH:8][CH:9]=2)[OH:10])[CH:12]=[CH:13][CH:14]=[CH:15][CH:16]=1. Given the reactants [BH4-].[Na+].[C:3]([C:11]1[CH:16]=[CH:15][CH:14]=[CH:13][CH:12]=1)(=[O:10])[C:4]1[CH:9]=[CH:8][CH:7]=[CH:6][CH:5]=1, predict the reaction product. (2) Given the reactants [NH2:1][C:2]1[CH:11]=[C:10]2[C:5]([CH2:6][CH2:7][CH2:8][N:9]2C(=O)C(F)(F)F)=[C:4]([Cl:18])[CH:3]=1.[C:19]1([C:25]2[CH:33]=[CH:32][C:28]([C:29](O)=[O:30])=[CH:27][N:26]=2)[CH:24]=[CH:23][CH:22]=[CH:21][CH:20]=1, predict the reaction product. The product is: [Cl:18][C:4]1[CH:3]=[C:2]([NH:1][C:29](=[O:30])[C:28]2[CH:32]=[CH:33][C:25]([C:19]3[CH:24]=[CH:23][CH:22]=[CH:21][CH:20]=3)=[N:26][CH:27]=2)[CH:11]=[C:10]2[C:5]=1[CH2:6][CH2:7][CH2:8][NH:9]2.